This data is from Full USPTO retrosynthesis dataset with 1.9M reactions from patents (1976-2016). The task is: Predict the reactants needed to synthesize the given product. (1) The reactants are: C([O:8][C:9]1[N:14]=[C:13]([NH:15][C:16]2[CH:21]=[CH:20][CH:19]=[CH:18][CH:17]=2)[C:12]([NH2:22])=[CH:11][CH:10]=1)C1C=CC=CC=1.CO[C:25](OC)(OC)[C:26]1[CH:31]=[CH:30][CH:29]=[CH:28][CH:27]=1. Given the product [C:26]1([C:25]2[N:15]([C:16]3[CH:17]=[CH:18][CH:19]=[CH:20][CH:21]=3)[C:13]3=[N:14][C:9]([OH:8])=[CH:10][CH:11]=[C:12]3[N:22]=2)[CH:31]=[CH:30][CH:29]=[CH:28][CH:27]=1, predict the reactants needed to synthesize it. (2) Given the product [S:9]1[C:8]2[CH2:7][NH:6][CH2:5][CH:4]([OH:3])[C:12]=2[CH:11]=[CH:10]1, predict the reactants needed to synthesize it. The reactants are: C([O:3][CH:4](OCC)[CH2:5][NH:6][CH2:7][C:8]1[S:9][CH:10]=[CH:11][CH:12]=1)C.N. (3) Given the product [Si:16]([O:23][C@@H:24]1[C@H:28]([CH2:29][O:30][Si:31]([C:34]([CH3:35])([CH3:36])[CH3:37])([CH3:32])[CH3:33])[CH2:27][C@@H:26]([O:38][C:39]2[N:47]=[CH:46][N:45]=[C:44]3[C:40]=2[N:41]=[C:42]([S:8][C:4]2[CH:5]=[CH:6][CH:7]=[C:2]([CH3:1])[CH:3]=2)[NH:43]3)[CH2:25]1)([C:19]([CH3:20])([CH3:21])[CH3:22])([CH3:17])[CH3:18], predict the reactants needed to synthesize it. The reactants are: [CH3:1][C:2]1[CH:3]=[C:4]([SH:8])[CH:5]=[CH:6][CH:7]=1.CN(C=O)C.[H-].[Na+].[Si:16]([O:23][C@@H:24]1[C@H:28]([CH2:29][O:30][Si:31]([C:34]([CH3:37])([CH3:36])[CH3:35])([CH3:33])[CH3:32])[CH2:27][C@@H:26]([O:38][C:39]2[N:47]=[CH:46][N:45]=[C:44]3[C:40]=2[N:41]=[C:42](I)[N:43]3C2CCCCO2)[CH2:25]1)([C:19]([CH3:22])([CH3:21])[CH3:20])([CH3:18])[CH3:17]. (4) Given the product [N:11]1([C:21]2[CH:26]=[CH:25][C:24]3[N:23]([C:17]([CH:13]4[CH2:14][CH2:15][CH2:16][NH:11][CH2:12]4)=[N:28][N:27]=3)[N:22]=2)[CH2:16][CH2:15][CH2:14][CH2:13][CH2:12]1, predict the reactants needed to synthesize it. The reactants are: C(OC([N:11]1[CH2:16][CH2:15][CH2:14][CH:13]([C:17](O)=O)[CH2:12]1)=O)C1C=CC=CC=1.Cl[C:21]1[N:22]=[N:23][C:24]([NH:27][NH2:28])=[CH:25][CH:26]=1.Cl. (5) Given the product [CH2:30]([NH:29][C:4](=[O:6])[C:3]1[C:7]([NH:11][C:12]2[C:17]([CH3:18])=[CH:16][C:15]([CH3:19])=[CH:14][C:13]=2[CH3:20])=[CH:8][CH:9]=[CH:10][C:2]=1[Br:1])[CH:31]=[CH2:32], predict the reactants needed to synthesize it. The reactants are: [Br:1][C:2]1[CH:10]=[CH:9][CH:8]=[C:7]([NH:11][C:12]2[C:17]([CH3:18])=[CH:16][C:15]([CH3:19])=[CH:14][C:13]=2[CH3:20])[C:3]=1[C:4]([OH:6])=O.CN(C(O[N:29]1N=N[C:31]2[CH:32]=CC=N[C:30]1=2)=[N+](C)C)C.F[P-](F)(F)(F)(F)F.C(N)C=C.[OH-].[Na+].